From a dataset of Reaction yield outcomes from USPTO patents with 853,638 reactions. Predict the reaction yield, written as a fraction of the theoretical maximum amount of product (1.0 means a 100% yield; for example, 0.34 means a 34% yield). (1) The reactants are Cl[C:2]1[C:7]([Cl:8])=[CH:6][N:5]=[C:4]([NH:9][C:10](=[O:15])[C:11]([CH3:14])([CH3:13])[CH3:12])[CH:3]=1.[CH3:16][N:17]1[CH2:22][CH2:21][CH:20]([NH2:23])[CH2:19][CH2:18]1. The catalyst is CN1C(=O)CCC1. The product is [Cl:8][C:7]1[C:2]([NH:23][CH:20]2[CH2:21][CH2:22][N:17]([CH3:16])[CH2:18][CH2:19]2)=[CH:3][C:4]([NH:9][C:10](=[O:15])[C:11]([CH3:14])([CH3:13])[CH3:12])=[N:5][CH:6]=1. The yield is 0.730. (2) The product is [CH3:11][N:12]([CH3:14])/[CH:13]=[CH:9]/[C:8]([C:4]1[CH:5]=[CH:6][CH:7]=[C:2]([CH3:1])[CH:3]=1)=[O:10]. The yield is 0.350. The reactants are [CH3:1][C:2]1[CH:3]=[C:4]([C:8](=[O:10])[CH3:9])[CH:5]=[CH:6][CH:7]=1.[CH3:11][N:12]([CH:14](OC)OC)[CH3:13]. No catalyst specified.